From a dataset of HIV replication inhibition screening data with 41,000+ compounds from the AIDS Antiviral Screen. Binary Classification. Given a drug SMILES string, predict its activity (active/inactive) in a high-throughput screening assay against a specified biological target. (1) The molecule is O=C(NCCNCCNC(=O)C(F)(F)F)C(F)(F)F.O=C(O)C(F)(F)F. The result is 0 (inactive). (2) The drug is CCOC(=O)c1cn2c([nH]c3ccccc32)c(C#N)c1=O. The result is 0 (inactive). (3) The molecule is Cc1c(N=O)c(=O)n(-c2ccccc2)n1C. The result is 0 (inactive). (4) The drug is COc1ccc(C(=O)O[Sn](c2ccccc2)(c2ccccc2)c2ccccc2)c(OC)c1OC. The result is 0 (inactive). (5) The molecule is C=CC12CN3C4C3C1C1(CCC42)C(=O)N(COCC[Si](C)(C)C)c2ccccc21. The result is 0 (inactive). (6) The compound is O=C1C2C(C(=O)N1Cc1ccccc1)N(Cc1ccccc1)C(=O)N2Cc1ccccc1. The result is 0 (inactive). (7) The molecule is Cc1cn(C2CCCCC2O)c(=O)[nH]c1=O. The result is 0 (inactive). (8) The drug is Nc1c(N=Nc2ccc(C=Cc3ccc(N=Nc4cc(S(=O)(=O)O)c5cccc(S(=O)(=O)O)c5c4N)cc3S(=O)(=O)O)c(S(=O)(=O)O)c2)cc(S(=O)(=O)O)c2cccc(S(=O)(=O)O)c12.[NaH]. The result is 1 (active). (9) The molecule is CCN(CC)c1cccc2c1C1(O)CCC3(CC21)OCCCCO3. The result is 0 (inactive).